The task is: Predict the reaction yield, written as a fraction of the theoretical maximum amount of product (1.0 means a 100% yield; for example, 0.34 means a 34% yield).. This data is from Reaction yield outcomes from USPTO patents with 853,638 reactions. (1) The reactants are [CH2:1]([O:8][C:9]1[C:18]2[C:13](=[CH:14][CH:15]=[C:16](B3OC(C)(C)C(C)(C)O3)[CH:17]=2)[N:12]=[CH:11][CH:10]=1)[C:2]1[CH:7]=[CH:6][CH:5]=[CH:4][CH:3]=1.[Br:28][C:29]1[CH:34]=[CH:33][CH:32]=[C:31](Br)[N:30]=1. The catalyst is C1C=CC(P(C2C=CC=CC=2)[C-]2C=CC=C2)=CC=1.C1C=CC(P(C2C=CC=CC=2)[C-]2C=CC=C2)=CC=1.Cl[Pd]Cl.[Fe+2].C(Cl)Cl.COCCOC. The product is [CH2:1]([O:8][C:9]1[C:18]2[C:13](=[CH:14][CH:15]=[C:16]([C:31]3[CH:32]=[CH:33][CH:34]=[C:29]([Br:28])[N:30]=3)[CH:17]=2)[N:12]=[CH:11][CH:10]=1)[C:2]1[CH:3]=[CH:4][CH:5]=[CH:6][CH:7]=1. The yield is 0.360. (2) The reactants are Cl[Sn]Cl.[C:4]([C:8]1[CH:13]=[C:12]([C:14]2[N:15]=[C:16]([CH2:19][N:20]([CH3:31])[CH2:21][C:22]3[CH:27]=[CH:26][C:25]([N+:28]([O-])=O)=[CH:24][CH:23]=3)[S:17][CH:18]=2)[CH:11]=[C:10]([C:32]([CH3:35])([CH3:34])[CH3:33])[C:9]=1[OH:36])([CH3:7])([CH3:6])[CH3:5].Cl.[OH-].[Na+]. The catalyst is C(O)(=O)C.[Zn]. The product is [NH2:28][C:25]1[CH:24]=[CH:23][C:22]([CH2:21][N:20]([CH2:19][C:16]2[S:17][CH:18]=[C:14]([C:12]3[CH:11]=[C:10]([C:32]([CH3:35])([CH3:33])[CH3:34])[C:9]([OH:36])=[C:8]([C:4]([CH3:7])([CH3:6])[CH3:5])[CH:13]=3)[N:15]=2)[CH3:31])=[CH:27][CH:26]=1. The yield is 0.520.